Task: Predict the reactants needed to synthesize the given product.. Dataset: Full USPTO retrosynthesis dataset with 1.9M reactions from patents (1976-2016) (1) Given the product [Cl-:1].[Cl-:1].[Ca+2:3].[Al:7]([Cl:4])([Cl:2])[Cl:1].[OH2:16].[OH2:16].[OH2:16].[OH2:16].[OH2:16].[OH2:16], predict the reactants needed to synthesize it. The reactants are: [Cl-:1].[Cl-:2].[Ca+2:3].[Cl-:4].[Cl-].[Ca+2].[Al+3:7].[Cl-].[Cl-].[Cl-].[Al+3].[Al+3].[Cl-].[Cl-].[Cl-].[OH2:16]. (2) Given the product [CH2:1]([O:8][C:9]([N:11]1[CH2:16][CH2:15][CH:14]([N:19]([C:25]([O:24][C:20]([CH3:23])([CH3:22])[CH3:21])=[O:27])[CH3:18])[CH2:13][CH2:12]1)=[O:10])[C:2]1[CH:7]=[CH:6][CH:5]=[CH:4][CH:3]=1, predict the reactants needed to synthesize it. The reactants are: [CH2:1]([O:8][C:9]([N:11]1[CH2:16][CH2:15][C:14](=O)[CH2:13][CH2:12]1)=[O:10])[C:2]1[CH:7]=[CH:6][CH:5]=[CH:4][CH:3]=1.[CH3:18][NH2:19].[C:20]([O:24][C:25]([O:27]C(OC(C)(C)C)=O)=O)([CH3:23])([CH3:22])[CH3:21]. (3) Given the product [CH2:1]([O:3][C:4]1[CH:5]=[C:6]2[C:7](=[C:8]3[CH2:9][C:10]([CH3:14])([CH3:13])[O:11][C:12]=13)[C:24]([C:23]1[CH:22]=[C:21]([NH2:20])[CH:28]=[CH:27][CH:26]=1)=[N:25][C:16]([CH3:18])([CH3:17])[CH2:15]2)[CH3:2], predict the reactants needed to synthesize it. The reactants are: [CH2:1]([O:3][C:4]1[C:12]2[O:11][C:10]([CH3:14])([CH3:13])[CH2:9][C:8]=2[CH:7]=[C:6]([CH:15](O)[CH:16]([CH3:18])[CH3:17])[CH:5]=1)[CH3:2].[NH2:20][C:21]1[CH:22]=[C:23]([CH:26]=[CH:27][CH:28]=1)[C:24]#[N:25].C(O)(=O)C.S(=O)(=O)(O)O. (4) Given the product [NH2:7][C@@H:8]1[C:22](=[O:23])[N:21]2[CH2:24][C@H:25]([O:27][C:28]3[C:37]4[C:32](=[C:33]5[O:40][CH2:39][CH2:38][C:34]5=[CH:35][CH:36]=4)[CH:31]=[CH:30][N:29]=3)[CH2:26][C@H:20]2[C:19](=[O:41])[NH:18][C@:17]2([C:43]([NH:44][S:45]([C:48]3([CH3:51])[CH2:49][CH2:50]3)(=[O:46])=[O:47])=[O:52])[CH2:42][C@H:16]2[CH:15]=[CH:14][CH2:13][CH2:12][CH:11]([CH3:53])[CH2:10][C@H:9]1[CH3:54], predict the reactants needed to synthesize it. The reactants are: C(OC(=O)[NH:7][C@@H:8]1[C:22](=[O:23])[N:21]2[CH2:24][C@H:25]([O:27][C:28]3[C:37]4[C:32](=[C:33]5[O:40][CH2:39][CH2:38][C:34]5=[CH:35][CH:36]=4)[CH:31]=[CH:30][N:29]=3)[CH2:26][C@H:20]2[C:19](=[O:41])[NH:18][C@:17]2([C:43](=[O:52])[NH:44][S:45]([C:48]3([CH3:51])[CH2:50][CH2:49]3)(=[O:47])=[O:46])[CH2:42][C@H:16]2[CH:15]=[CH:14][CH2:13][CH2:12][CH:11]([CH3:53])[CH2:10][C@H:9]1[CH3:54])(C)(C)C.C(O)(C(F)(F)F)=O.